Task: Predict the product of the given reaction.. Dataset: Forward reaction prediction with 1.9M reactions from USPTO patents (1976-2016) Given the reactants [CH:1]1([C:4]2[O:8][N:7]=[C:6]([C:9]3[CH:10]=[CH:11][C:12]4[O:16][C:15]5[CH:17]=[C:18]([S:21]([NH:24][C@@H:25]([CH:30]([CH3:32])[CH3:31])[C:26]([O:28]C)=[O:27])(=[O:23])=[O:22])[CH:19]=[CH:20][C:14]=5[C:13]=4[CH:33]=3)[N:5]=2)[CH2:3][CH2:2]1.C1COCC1.[Li+].[OH-], predict the reaction product. The product is: [CH:1]1([C:4]2[O:8][N:7]=[C:6]([C:9]3[CH:10]=[CH:11][C:12]4[O:16][C:15]5[CH:17]=[C:18]([S:21]([NH:24][C@@H:25]([CH:30]([CH3:31])[CH3:32])[C:26]([OH:28])=[O:27])(=[O:23])=[O:22])[CH:19]=[CH:20][C:14]=5[C:13]=4[CH:33]=3)[N:5]=2)[CH2:3][CH2:2]1.